Dataset: Forward reaction prediction with 1.9M reactions from USPTO patents (1976-2016). Task: Predict the product of the given reaction. (1) Given the reactants S(Cl)([Cl:3])=O.[CH:5]([N:8]1[C:12]([C:13]([F:16])([F:15])[F:14])=[C:11]([CH2:17]O)[CH:10]=[N:9]1)([CH3:7])[CH3:6], predict the reaction product. The product is: [Cl:3][CH2:17][C:11]1[CH:10]=[N:9][N:8]([CH:5]([CH3:7])[CH3:6])[C:12]=1[C:13]([F:16])([F:15])[F:14]. (2) Given the reactants [NH2:1][C:2]1[CH:11]=[C:10]([C:12]2[C:21]3[C:16](=[CH:17][C:18]([O:27][CH2:28][CH3:29])=[C:19]4[O:24][C:23]([CH3:26])([CH3:25])[CH2:22][C:20]4=3)[CH2:15][C:14]([CH3:31])([CH3:30])[N:13]=2)[CH:9]=[CH:8][C:3]=1[C:4]([O:6][CH3:7])=[O:5].[ClH:32].C(OCC)(=O)C, predict the reaction product. The product is: [ClH:32].[NH2:1][C:2]1[CH:11]=[C:10]([C:12]2[C:21]3[C:16](=[CH:17][C:18]([O:27][CH2:28][CH3:29])=[C:19]4[O:24][C:23]([CH3:26])([CH3:25])[CH2:22][C:20]4=3)[CH2:15][C:14]([CH3:30])([CH3:31])[N:13]=2)[CH:9]=[CH:8][C:3]=1[C:4]([O:6][CH3:7])=[O:5]. (3) Given the reactants Cl[CH2:2][C:3]([NH:5][C:6]1[CH:7]=[C:8]([NH:14][C:15]([C:17]2[CH:22]=[CH:21][C:20]([C:23]3[CH:28]=[CH:27][CH:26]=[CH:25][CH:24]=3)=[CH:19][CH:18]=2)=[O:16])[CH:9]=[CH:10][C:11]=1[O:12][CH3:13])=[O:4].C(N(CC)CC)C.Cl.[CH:37]12[O:44][CH:41]([CH2:42][CH2:43]1)[CH2:40][NH:39][CH2:38]2.[I-].[K+], predict the reaction product. The product is: [CH3:13][O:12][C:11]1[CH:10]=[CH:9][C:8]([NH:14][C:15]([C:17]2[CH:22]=[CH:21][C:20]([C:23]3[CH:28]=[CH:27][CH:26]=[CH:25][CH:24]=3)=[CH:19][CH:18]=2)=[O:16])=[CH:7][C:6]=1[NH:5][C:3](=[O:4])[CH2:2][N:39]1[CH2:38][CH:37]2[O:44][CH:41]([CH2:42][CH2:43]2)[CH2:40]1.